Dataset: Full USPTO retrosynthesis dataset with 1.9M reactions from patents (1976-2016). Task: Predict the reactants needed to synthesize the given product. (1) Given the product [C:42]([OH:49])(=[O:48])/[CH:43]=[CH:44]\[C:45]([OH:47])=[O:46].[F:1][C:2]1[CH:7]=[CH:6][CH:5]=[CH:4][C:3]=1[C:8]1[CH:13]=[CH:12][CH:11]=[C:10]([CH:14]([C:29]2([OH:35])[CH2:30][CH2:31][CH2:32][CH2:33][CH2:34]2)[CH2:15][N:16]2[CH2:17][CH2:18][NH:19][CH2:20][CH2:21]2)[CH:9]=1, predict the reactants needed to synthesize it. The reactants are: [F:1][C:2]1[CH:7]=[CH:6][CH:5]=[CH:4][C:3]=1[C:8]1[CH:13]=[CH:12][CH:11]=[C:10]([CH:14]([C:29]2([OH:35])[CH2:34][CH2:33][CH2:32][CH2:31][CH2:30]2)[CH2:15][N:16]2[CH2:21][CH2:20][N:19](C(OC(C)(C)C)=O)[CH2:18][CH2:17]2)[CH:9]=1.C(=O)([O-])[O-].[K+].[K+].[C:42]([OH:49])(=[O:48])/[CH:43]=[CH:44]\[C:45]([OH:47])=[O:46]. (2) Given the product [CH3:15][O:16][C:17](=[O:26])[C:18]1[CH:23]=[CH:22][CH:21]=[C:20]([CH2:24][N:4]2[CH2:5][CH2:6][N:1]([C:7]3[CH:14]=[CH:13][CH:12]=[C:9]([C:10]#[N:11])[CH:8]=3)[CH2:2][CH2:3]2)[CH:19]=1, predict the reactants needed to synthesize it. The reactants are: [N:1]1([C:7]2[CH:8]=[C:9]([CH:12]=[CH:13][CH:14]=2)[C:10]#[N:11])[CH2:6][CH2:5][NH:4][CH2:3][CH2:2]1.[CH3:15][O:16][C:17](=[O:26])[C:18]1[CH:23]=[CH:22][CH:21]=[C:20]([CH:24]=O)[CH:19]=1.CC(O)=O.[BH-](OC(C)=O)(OC(C)=O)OC(C)=O.[Na+].Cl. (3) Given the product [OH:16][C:6]1[C:5]([OH:4])=[CH:10][C:9]([C:11]#[N:12])=[C:8]([C:25]2[CH:26]=[CH:27][C:22]([CH2:21][OH:20])=[CH:23][CH:24]=2)[C:7]=1[C:14]#[N:15], predict the reactants needed to synthesize it. The reactants are: C([O:4][C:5]1[CH:10]=[C:9]([C:11]#[N:12])[C:8](Br)=[C:7]([C:14]#[N:15])[C:6]=1[O:16]C(=O)C)(=O)C.[OH:20][CH2:21][C:22]1[CH:27]=[CH:26][C:25](B(O)O)=[CH:24][CH:23]=1. (4) Given the product [Cl:24][C:4]1[CH:3]=[C:2]([C:31]2[CH:32]=[CH:33][C:28]([CH2:27][C:25]#[N:26])=[CH:29][CH:30]=2)[CH:7]=[CH:6][C:5]=1[CH:8]([CH3:23])[C:9]([OH:14])([C:15]1[CH:16]=[N:17][C:18]([O:21][CH3:22])=[CH:19][CH:20]=1)[C:10]([F:13])([F:12])[F:11], predict the reactants needed to synthesize it. The reactants are: Br[C:2]1[CH:7]=[CH:6][C:5]([CH:8]([CH3:23])[C:9]([C:15]2[CH:16]=[N:17][C:18]([O:21][CH3:22])=[CH:19][CH:20]=2)([OH:14])[C:10]([F:13])([F:12])[F:11])=[C:4]([Cl:24])[CH:3]=1.[C:25]([CH2:27][C:28]1[CH:33]=[CH:32][C:31](B(O)O)=[CH:30][CH:29]=1)#[N:26]. (5) Given the product [OH:3][NH:2][C:8]([CH:10]([NH:12][C:13](=[O:19])[O:14][C:15]([CH3:18])([CH3:17])[CH3:16])[CH3:11])=[O:7], predict the reactants needed to synthesize it. The reactants are: Cl.[NH2:2][OH:3].[OH-].[K+].C[O:7][C:8]([CH:10]([NH:12][C:13](=[O:19])[O:14][C:15]([CH3:18])([CH3:17])[CH3:16])[CH3:11])=O.O. (6) Given the product [C:36]1([CH:35]([C:42]2[CH:43]=[CH:44][CH:45]=[CH:46][CH:47]=2)[NH:48][C:4](=[O:32])[CH:5]([CH2:22][C:23]2[CH:24]=[CH:25][C:26]([N+:29]([O-:31])=[O:30])=[CH:27][CH:28]=2)[C:6]([NH:8][S:9]([C:12]2[CH:21]=[CH:20][C:19]3[C:14](=[CH:15][CH:16]=[CH:17][CH:18]=3)[CH:13]=2)(=[O:11])=[O:10])=[O:7])[CH:41]=[CH:40][CH:39]=[CH:38][CH:37]=1, predict the reactants needed to synthesize it. The reactants are: C(N(CC)[C:4](=[O:32])[CH:5]([CH2:22][C:23]1[CH:28]=[CH:27][C:26]([N+:29]([O-:31])=[O:30])=[CH:25][CH:24]=1)[C:6]([NH:8][S:9]([C:12]1[CH:21]=[CH:20][C:19]2[C:14](=[CH:15][CH:16]=[CH:17][CH:18]=2)[CH:13]=1)(=[O:11])=[O:10])=[O:7])C.[CH:35]([NH2:48])([C:42]1[CH:47]=[CH:46][CH:45]=[CH:44][CH:43]=1)[C:36]1[CH:41]=[CH:40][CH:39]=[CH:38][CH:37]=1. (7) Given the product [C:53]([C:50]1[CH:51]=[C:52]2[C:47](=[CH:48][CH:49]=1)[NH:46][CH:45]=[C:44]2[CH2:43][CH2:42][CH2:41][N:11]1[CH2:10][CH2:9][N:8]([C:7]2[CH:6]=[CH:5][C:4]([N:14]3[CH:23]=[CH:22][C:21]4[N:20]=[C:19]([O:24][CH2:25][C:26]([OH:28])=[O:27])[CH:18]=[CH:17][C:16]=4[C:15]3=[O:29])=[CH:3][C:2]=2[F:1])[CH2:13][CH2:12]1)#[N:54], predict the reactants needed to synthesize it. The reactants are: [F:1][C:2]1[CH:3]=[C:4]([N:14]2[CH:23]=[CH:22][C:21]3[N:20]=[C:19]([O:24][CH2:25][C:26]([OH:28])=[O:27])[CH:18]=[CH:17][C:16]=3[C:15]2=[O:29])[CH:5]=[CH:6][C:7]=1[N:8]1[CH2:13][CH2:12][NH:11][CH2:10][CH2:9]1.CC1C=CC(S(O[CH2:41][CH2:42][CH2:43][C:44]2[C:52]3[C:47](=[CH:48][CH:49]=[C:50]([C:53]#[N:54])[CH:51]=3)[NH:46][CH:45]=2)(=O)=O)=CC=1.C(=O)([O-])[O-].[K+].[K+].[I-].[K+]. (8) The reactants are: [NH:1]1[CH2:4][CH:3]([C:5]2[NH:9][N:8]=[C:7]([C:10]3[CH:15]=[CH:14][CH:13]=[CH:12][N:11]=3)[N:6]=2)[CH2:2]1.[CH3:16][O:17][C:18]([C:20]1[CH:21]=[N:22][N:23]2[CH:28]=[C:27]([C:29]3[CH:34]=[CH:33][C:32]([F:35])=[CH:31][C:30]=3[F:36])[C:26]([C:37]3[CH:42]=[CH:41][C:40]([CH:43]=O)=[CH:39][CH:38]=3)=[N:25][C:24]=12)=[O:19].[BH-](OC(C)=O)(OC(C)=O)OC(C)=O.[Na+].C([O-])(O)=O.[Na+]. Given the product [CH3:16][O:17][C:18]([C:20]1[CH:21]=[N:22][N:23]2[CH:28]=[C:27]([C:29]3[CH:34]=[CH:33][C:32]([F:35])=[CH:31][C:30]=3[F:36])[C:26]([C:37]3[CH:42]=[CH:41][C:40]([CH2:43][N:1]4[CH2:4][CH:3]([C:5]5[N:6]=[C:7]([C:10]6[CH:15]=[CH:14][CH:13]=[CH:12][N:11]=6)[NH:8][N:9]=5)[CH2:2]4)=[CH:39][CH:38]=3)=[N:25][C:24]=12)=[O:19], predict the reactants needed to synthesize it.